This data is from Full USPTO retrosynthesis dataset with 1.9M reactions from patents (1976-2016). The task is: Predict the reactants needed to synthesize the given product. (1) The reactants are: Cl[C:2]1[N:10]=[CH:9][C:8]([Cl:11])=[CH:7][C:3]=1[C:4]([OH:6])=[O:5].[CH3:12][CH:13]([CH3:17])[CH2:14][CH2:15][OH:16]. Given the product [Cl:11][C:8]1[CH:9]=[N:10][C:2]([O:16][CH2:15][CH2:14][CH:13]([CH3:17])[CH3:12])=[C:3]([CH:7]=1)[C:4]([OH:6])=[O:5], predict the reactants needed to synthesize it. (2) Given the product [F:34][C:33]1[CH:32]=[CH:31][C:18]([CH2:19][C:20]2[C:29]3[C:24](=[CH:25][CH:26]=[CH:27][CH:28]=3)[C:23](=[O:30])[NH:22][N:21]=2)=[CH:17][C:16]=1[C:14]([N:12]1[CH2:13][CH:10]([NH:9][CH2:1][C:2]2[CH:7]=[CH:6][N:5]=[CH:4][CH:3]=2)[CH2:11]1)=[O:15], predict the reactants needed to synthesize it. The reactants are: [CH:1](=O)[C:2]1[CH:7]=[CH:6][N:5]=[CH:4][CH:3]=1.[NH2:9][CH:10]1[CH2:13][N:12]([C:14]([C:16]2[CH:17]=[C:18]([CH:31]=[CH:32][C:33]=2[F:34])[CH2:19][C:20]2[C:29]3[C:24](=[CH:25][CH:26]=[CH:27][CH:28]=3)[C:23](=[O:30])[NH:22][N:21]=2)=[O:15])[CH2:11]1.C(O)(=O)C.C(O[BH-](OC(=O)C)OC(=O)C)(=O)C.[Na+]. (3) Given the product [CH2:1]([O:3]/[CH:4]=[CH:5]/[C:6]1[C:11]([C:12]([NH:28][OH:29])=[O:14])=[N:10][CH:9]=[C:8]2[N:17]([CH2:20][C:21]3[CH:22]=[CH:23][C:24]([F:27])=[CH:25][CH:26]=3)[CH:18]=[CH:19][C:7]=12)[CH3:2], predict the reactants needed to synthesize it. The reactants are: [CH2:1]([O:3]/[CH:4]=[CH:5]/[C:6]1[C:11]([C:12]([O:14]CC)=O)=[N:10][CH:9]=[C:8]2[N:17]([CH2:20][C:21]3[CH:26]=[CH:25][C:24]([F:27])=[CH:23][CH:22]=3)[CH:18]=[CH:19][C:7]=12)[CH3:2].[NH2:28][OH:29].[OH-].[Na+].Cl. (4) Given the product [CH:13]1([C:3]2[CH:4]=[C:5]([CH:11]=[CH:12][C:2]=2[F:1])[C:6]([OH:8])=[O:7])[CH2:14][CH2:18]1, predict the reactants needed to synthesize it. The reactants are: [F:1][C:2]1[CH:12]=[CH:11][C:5]([C:6]([O:8]CC)=[O:7])=[CH:4][C:3]=1[CH:13]=[CH2:14].O.[OH-].[Li+].[CH2:18]1COCC1. (5) Given the product [ClH:25].[ClH:25].[I:11][C:10]1[C:3]2[C:4](=[N:5][CH:6]=[N:7][C:2]=2[NH2:1])[N:8]([CH:12]2[CH2:17][CH2:16][NH:15][CH2:14][CH2:13]2)[N:9]=1, predict the reactants needed to synthesize it. The reactants are: [NH2:1][C:2]1[N:7]=[CH:6][N:5]=[C:4]2[N:8]([CH:12]3[CH2:17][CH2:16][N:15](C(OC(C)(C)C)=O)[CH2:14][CH2:13]3)[N:9]=[C:10]([I:11])[C:3]=12.[ClH:25]. (6) Given the product [CH:11](=[C:2]1[CH2:3][C:4]2[C:9](=[CH:8][CH:7]=[CH:6][CH:5]=2)[C:1]1=[O:10])[C:12]1[CH:17]=[CH:16][CH:15]=[CH:14][CH:13]=1, predict the reactants needed to synthesize it. The reactants are: [C:1]1(=[O:10])[C:9]2[C:4](=[CH:5][CH:6]=[CH:7][CH:8]=2)[CH2:3][CH2:2]1.[CH:11](=O)[C:12]1[CH:17]=[CH:16][CH:15]=[CH:14][CH:13]=1.[OH-].[Na+]. (7) The reactants are: [C:1]([O:5][C:6]([N:8]1[CH2:13][CH2:12][C:11](=[CH:14][C:15](OCC)=[O:16])[CH2:10][CH2:9]1)=[O:7])([CH3:4])([CH3:3])[CH3:2].CC(C[AlH]CC(C)C)C.CO.O. Given the product [C:1]([O:5][C:6]([N:8]1[CH2:13][CH2:12][C:11](=[CH:14][CH2:15][OH:16])[CH2:10][CH2:9]1)=[O:7])([CH3:4])([CH3:3])[CH3:2], predict the reactants needed to synthesize it. (8) Given the product [F:1][C:2]1([F:25])[O:6][C:5]2[CH:7]=[CH:8][CH:9]=[C:10]([N:11]3[CH:20]=[CH:19][C:18](=[O:24])[C:13]([C:14]4[N:26]([C:28]5[CH:33]=[CH:32][N:31]=[C:30]([CH3:34])[CH:29]=5)[N:27]=[CH:16][CH:15]=4)=[N:12]3)[C:4]=2[O:3]1, predict the reactants needed to synthesize it. The reactants are: [F:1][C:2]1([F:25])[O:6][C:5]2[CH:7]=[CH:8][CH:9]=[C:10]([N:11]3[CH:16]=[CH:15][C:14](=O)[C:13]([C:18](=[O:24])/[CH:19]=[CH:20]/N(C)C)=[N:12]3)[C:4]=2[O:3]1.[NH:26]([C:28]1[CH:33]=[CH:32][N:31]=[C:30]([CH3:34])[CH:29]=1)[NH2:27]. (9) The reactants are: [Br:1][CH2:2][C@@:3]1([OH:20])[C@@H:8]([CH3:9])[CH2:7][C:6]([C:10]2[CH:15]=[CH:14][N:13]=[CH:12][C:11]=2[N+:16]([O-:18])=[O:17])=[CH:5][C@H:4]1[OH:19].[CH3:21][C:22]([Si:25](Cl)([CH3:27])[CH3:26])([CH3:24])[CH3:23].N1C=CN=C1. Given the product [Br:1][CH2:2][C@@:3]1([OH:20])[C@@H:8]([CH3:9])[CH2:7][C:6]([C:10]2[CH:15]=[CH:14][N:13]=[CH:12][C:11]=2[N+:16]([O-:18])=[O:17])=[CH:5][C@H:4]1[O:19][Si:25]([C:22]([CH3:24])([CH3:23])[CH3:21])([CH3:27])[CH3:26], predict the reactants needed to synthesize it. (10) Given the product [Br:1][C:2]1[CH:3]=[CH:4][C:5](/[CH:6]=[CH:7]/[C:8]([O:10][CH3:13])=[O:9])=[CH:11][CH:12]=1, predict the reactants needed to synthesize it. The reactants are: [Br:1][C:2]1[CH:12]=[CH:11][C:5]([CH:6]=[CH:7][C:8]([OH:10])=[O:9])=[CH:4][CH:3]=1.[CH3:13]O.